Regression. Given a peptide amino acid sequence and an MHC pseudo amino acid sequence, predict their binding affinity value. This is MHC class II binding data. From a dataset of Peptide-MHC class II binding affinity with 134,281 pairs from IEDB. (1) The peptide sequence is VKFHTQAFSAHGSGR. The MHC is HLA-DQA10201-DQB10402 with pseudo-sequence HLA-DQA10201-DQB10402. The binding affinity (normalized) is 0.778. (2) The peptide sequence is SLEDFFDAVASLPPG. The MHC is DRB1_0101 with pseudo-sequence DRB1_0101. The binding affinity (normalized) is 0.631. (3) The peptide sequence is EPFPKRVWEQIFSTW. The MHC is DRB1_1201 with pseudo-sequence DRB1_1201. The binding affinity (normalized) is 0.257. (4) The peptide sequence is PDKFLANVSTVLTGK. The MHC is DRB1_1302 with pseudo-sequence DRB1_1302. The binding affinity (normalized) is 0.821. (5) The peptide sequence is FTTTLFLHLVGFPTH. The MHC is DRB3_0101 with pseudo-sequence DRB3_0101. The binding affinity (normalized) is 0.128. (6) The MHC is DRB1_0802 with pseudo-sequence DRB1_0802. The binding affinity (normalized) is 0.202. The peptide sequence is SLGEAWTGGGSDKAL. (7) The peptide sequence is AVHADMGYWIESQKN. The MHC is DRB1_0404 with pseudo-sequence DRB1_0404. The binding affinity (normalized) is 0.199. (8) The peptide sequence is NTSIKTLKFDALSGS. The MHC is DRB1_0802 with pseudo-sequence DRB1_0802. The binding affinity (normalized) is 0.434. (9) The peptide sequence is SSCEVALSYYPTPLA. The MHC is DRB1_0901 with pseudo-sequence DRB1_0901. The binding affinity (normalized) is 0.579.